This data is from Forward reaction prediction with 1.9M reactions from USPTO patents (1976-2016). The task is: Predict the product of the given reaction. (1) Given the reactants O1CCCCC1[O:7][CH2:8][CH2:9][O:10][C:11]1[CH:16]=[CH:15][C:14]([B:17]([OH:19])[OH:18])=[CH:13][C:12]=1[C:20]([F:23])([F:22])[F:21].Cl, predict the reaction product. The product is: [OH:7][CH2:8][CH2:9][O:10][C:11]1[CH:16]=[CH:15][C:14]([B:17]([OH:18])[OH:19])=[CH:13][C:12]=1[C:20]([F:23])([F:21])[F:22]. (2) The product is: [CH3:2][CH2:1][N:3]([CH2:4][CH2:5][NH:6][C:7]([C:9]1[C:13]([CH3:14])=[C:12](/[CH:15]=[C:24]2/[C:23]3[CH:22]=[C:21]([F:20])[CH:29]=[CH:28][C:27]=3[NH:26][C:25]/2=[O:30])[NH:11][C:10]=1[CH3:17])=[O:8])[CH2:18][CH3:19]. Given the reactants [CH2:1]([N:3]([CH2:18][CH3:19])[CH2:4][CH2:5][NH:6][C:7]([C:9]1[C:13]([CH3:14])=[C:12]([CH:15]=O)[NH:11][C:10]=1[CH3:17])=[O:8])[CH3:2].[F:20][C:21]1[CH:22]=[C:23]2[C:27](=[CH:28][CH:29]=1)[NH:26][C:25](=[O:30])[CH2:24]2.C(OC)(=O)C.C(OC(C)C)(=O)C.N1CCCC1, predict the reaction product. (3) The product is: [Si:1]([O:8][CH2:9][CH2:10][CH2:11][C@@:12]1([C:29]2[CH:34]=[CH:33][CH:32]=[CH:31][CH:30]=2)[O:17][C:16](=[O:18])[N:15]([C@H:19]([C:21]2[CH:26]=[CH:25][C:24]([CH2:27][OH:35])=[CH:23][CH:22]=2)[CH3:20])[CH2:14][CH2:13]1)([C:4]([CH3:6])([CH3:5])[CH3:7])([CH3:3])[CH3:2]. Given the reactants [Si:1]([O:8][CH2:9][CH2:10][CH2:11][C@@:12]1([C:29]2[CH:34]=[CH:33][CH:32]=[CH:31][CH:30]=2)[O:17][C:16](=[O:18])[N:15]([C@H:19]([C:21]2[CH:26]=[CH:25][C:24]([CH:27]=C)=[CH:23][CH:22]=2)[CH3:20])[CH2:14][CH2:13]1)([C:4]([CH3:7])([CH3:6])[CH3:5])([CH3:3])[CH3:2].[O:35]=[O+][O-].[BH4-].[Na+], predict the reaction product. (4) Given the reactants NC1C=CC=CC=1.[CH2:8]([O:15][C:16](Cl)=[O:17])[C:9]1[CH:14]=[CH:13][CH:12]=[CH:11][CH:10]=1.[NH2:19][C:20]1[CH:21]=[C:22]([CH:28]=[CH:29][C:30]=1[NH:31][CH:32]1[CH2:37][CH2:36][CH2:35][CH2:34][CH2:33]1)[C:23]([O:25][CH2:26][CH3:27])=[O:24].CCN(C(C)C)C(C)C, predict the reaction product. The product is: [CH2:8]([O:15][C:16]([NH:19][C:20]1[CH:21]=[C:22]([CH:28]=[CH:29][C:30]=1[NH:31][CH:32]1[CH2:37][CH2:36][CH2:35][CH2:34][CH2:33]1)[C:23]([O:25][CH2:26][CH3:27])=[O:24])=[O:17])[C:9]1[CH:14]=[CH:13][CH:12]=[CH:11][CH:10]=1. (5) Given the reactants Cl.[CH3:2][O:3][C:4]1[CH:5]=[CH:6][C:7]2[CH2:13][CH2:12][NH:11][CH2:10][CH2:9][C:8]=2[CH:14]=1.C(N(CC)CC)C.[F:22][C:23]([F:34])([F:33])[C:24](O[C:24](=[O:25])[C:23]([F:34])([F:33])[F:22])=[O:25], predict the reaction product. The product is: [F:22][C:23]([F:34])([F:33])[C:24]([N:11]1[CH2:10][CH2:9][C:8]2[CH:14]=[C:4]([O:3][CH3:2])[CH:5]=[CH:6][C:7]=2[CH2:13][CH2:12]1)=[O:25]. (6) The product is: [Cl:10][C:2]1[CH:9]=[CH:8][C:5]([C:6]([NH:11][OH:12])=[O:13])=[CH:4][CH:3]=1. Given the reactants Cl[C:2]1[CH:9]=[CH:8][C:5]([C:6]#N)=[CH:4][CH:3]=1.[ClH:10].[NH2:11][OH:12].[OH-:13].[Na+], predict the reaction product. (7) Given the reactants [C:1]1([S:7]([CH2:9][F:10])=O)[CH:6]=[CH:5][CH:4]=[CH:3][CH:2]=1.[CH3:11][C:12]1[CH:13]=[CH:14][C:15]([CH3:18])=[CH:16][CH:17]=1.FC(F)(F)S(OS(C(F)(F)F)(=O)=O)(=O)=O.[H+].[B-:35]([F:39])([F:38])([F:37])[F:36].C([O-])(O)=O.[Na+], predict the reaction product. The product is: [F:36][B-:35]([F:39])([F:38])[F:37].[CH3:11][C:12]1[CH:17]=[CH:16][C:15]([CH3:18])=[CH:14][C:13]=1[S+:7]([CH2:9][F:10])[C:1]1[CH:6]=[CH:5][CH:4]=[CH:3][CH:2]=1. (8) Given the reactants [CH3:1][C:2]1[CH:7]=[CH:6][CH:5]=[CH:4][C:3]=1[NH:8][C:9](=[N:33][NH2:34])[C:10]1[C:15]([O:16][CH2:17][C:18]2[CH:23]=[CH:22][CH:21]=[CH:20][CH:19]=2)=[CH:14][C:13]([O:24][CH2:25][C:26]2[CH:31]=[CH:30][CH:29]=[CH:28][CH:27]=2)=[C:12]([Br:32])[CH:11]=1.[C:35](N1C=CN=C1)(N1C=CN=C1)=[O:36], predict the reaction product. The product is: [CH2:17]([O:16][C:15]1[CH:14]=[C:13]([O:24][CH2:25][C:26]2[CH:27]=[CH:28][CH:29]=[CH:30][CH:31]=2)[C:12]([Br:32])=[CH:11][C:10]=1[C:9]1[N:8]([C:3]2[CH:4]=[CH:5][CH:6]=[CH:7][C:2]=2[CH3:1])[C:35]([OH:36])=[N:34][N:33]=1)[C:18]1[CH:23]=[CH:22][CH:21]=[CH:20][CH:19]=1. (9) Given the reactants [OH:1]O.[C:3]([C:5]1[C:6]([CH2:28][C:29]2[CH:34]=[CH:33][C:32]([S:35][CH3:36])=[CH:31][CH:30]=2)=[C:7]2[C:11](=[CH:12][CH:13]=1)[C@H:10]([O:14][C:15]1[CH:27]=[CH:26][C:18]3[C@H:19]([CH2:22][C:23]([OH:25])=[O:24])[CH2:20][O:21][C:17]=3[CH:16]=1)[CH2:9][CH2:8]2)#[N:4], predict the reaction product. The product is: [C:3]([C:5]1[C:6]([CH2:28][C:29]2[CH:30]=[CH:31][C:32]([S:35]([CH3:36])=[O:1])=[CH:33][CH:34]=2)=[C:7]2[C:11](=[CH:12][CH:13]=1)[C@H:10]([O:14][C:15]1[CH:27]=[CH:26][C:18]3[C@H:19]([CH2:22][C:23]([OH:25])=[O:24])[CH2:20][O:21][C:17]=3[CH:16]=1)[CH2:9][CH2:8]2)#[N:4]. (10) Given the reactants [Cl:1][C:2]1[CH:7]=[CH:6][C:5]([C:8]2[S:16][C:15]3[C:14](=[O:17])[N:13]([C:18]4[CH:23]=[CH:22][C:21]([OH:24])=[C:20]([O:25][CH3:26])[CH:19]=4)[CH:12]=[N:11][C:10]=3[CH:9]=2)=[CH:4][CH:3]=1.C1(C)C(S(O[CH2:37][C@@H:38]([NH:40][C:41]([O:43][C:44]([CH3:47])([CH3:46])[CH3:45])=[O:42])[CH3:39])(=O)=O)=CC=CC=1.C(=O)([O-])[O-].[Cs+].[Cs+].O.C(O)C, predict the reaction product. The product is: [Cl:1][C:2]1[CH:3]=[CH:4][C:5]([C:8]2[S:16][C:15]3[C:14](=[O:17])[N:13]([C:18]4[CH:23]=[CH:22][C:21]([O:24][CH2:39][C@@H:38]([NH:40][C:41](=[O:42])[O:43][C:44]([CH3:45])([CH3:47])[CH3:46])[CH3:37])=[C:20]([O:25][CH3:26])[CH:19]=4)[CH:12]=[N:11][C:10]=3[CH:9]=2)=[CH:6][CH:7]=1.